From a dataset of TCR-epitope binding with 47,182 pairs between 192 epitopes and 23,139 TCRs. Binary Classification. Given a T-cell receptor sequence (or CDR3 region) and an epitope sequence, predict whether binding occurs between them. The epitope is TTLPVNVAF. The TCR CDR3 sequence is CASSLGQGRSLGHEQYF. Result: 0 (the TCR does not bind to the epitope).